This data is from M1 muscarinic receptor agonist screen with 61,833 compounds. The task is: Binary Classification. Given a drug SMILES string, predict its activity (active/inactive) in a high-throughput screening assay against a specified biological target. (1) The result is 0 (inactive). The molecule is O(c1c(Nc2n3nc(nc3nc(c2)C)C)cc(cc1)C)C. (2) The drug is O(c1ccc(c2nc(N(CC)CC)nc(c2)C#N)cc1)C. The result is 0 (inactive). (3) The drug is S(CC(=O)c1[nH]c(c(c1C)C(=O)C)C)c1n(CC)c(nn1)c1ccncc1. The result is 0 (inactive). (4) The molecule is S(=O)(=O)(N1CC(CCC1)C(=O)Nc1sccn1)c1c2ncccc2ccc1. The result is 0 (inactive). (5) The molecule is Brc1oc(C(=O)NCCc2ccccc2)cc1. The result is 0 (inactive). (6) The drug is O=C(Nc1ncc(NC(=O)C(C)C)cc1)CCCC. The result is 0 (inactive). (7) The drug is s1c(N2C(CCCC2)C)nnc1NC(=O)Nc1c(cccc1)C(OC)=O. The result is 0 (inactive). (8) The drug is O1CCN(CCCNC(=O)c2[nH]o\c(c2)=C2/C=CC(=O)C=C2)CC1. The result is 0 (inactive).